This data is from Forward reaction prediction with 1.9M reactions from USPTO patents (1976-2016). The task is: Predict the product of the given reaction. Given the reactants [I:1][C:2]1[CH:10]=[CH:9][C:8]([N+:11]([O-:13])=[O:12])=[CH:7][C:3]=1[C:4](O)=[O:5].CCN(CC)CC.ClC(OCC)=O.[BH4-].[Na+], predict the reaction product. The product is: [I:1][C:2]1[CH:10]=[CH:9][C:8]([N+:11]([O-:13])=[O:12])=[CH:7][C:3]=1[CH2:4][OH:5].